This data is from Catalyst prediction with 721,799 reactions and 888 catalyst types from USPTO. The task is: Predict which catalyst facilitates the given reaction. (1) Reactant: [C:1]([O:4][C@@H:5]1[CH:22]2[C@:17]([CH3:24])([CH2:18][CH2:19][C:20](=[O:23])[CH2:21]2)[C@@H:16]2[C@H:7]([C@H:8]3[C@@:12]([CH2:14][CH2:15]2)([CH3:13])[C:11](=[O:25])[CH2:10][CH2:9]3)[CH2:6]1)(=[O:3])[CH3:2].[BH4-].[Na+]. Product: [C:1]([O:4][C@@H:5]1[CH:22]2[C@:17]([CH3:24])([CH2:18][CH2:19][C@H:20]([OH:23])[CH2:21]2)[C@@H:16]2[C@H:7]([C@H:8]3[C@@:12]([CH2:14][CH2:15]2)([CH3:13])[C@@H:11]([OH:25])[CH2:10][CH2:9]3)[CH2:6]1)(=[O:3])[CH3:2].[C:1]([O:4][C@@H:5]1[CH:22]2[C@:17]([CH3:24])([CH2:18][CH2:19][C@@H:20]([OH:23])[CH2:21]2)[C@@H:16]2[C@H:7]([C@H:8]3[C@@:12]([CH2:14][CH2:15]2)([CH3:13])[C@@H:11]([OH:25])[CH2:10][CH2:9]3)[CH2:6]1)(=[O:3])[CH3:2]. The catalyst class is: 5. (2) Reactant: [F:1][C:2]1[CH:7]=[CH:6][CH:5]=[CH:4][C:3]=1[S:8][C:9]1[C:17]2[C:12](=[CH:13][CH:14]=[CH:15][CH:16]=2)[N:11]([C:18]2[N:23]=[C:22]([NH2:24])[C:21]([NH2:25])=[C:20]([NH2:26])[N:19]=2)[N:10]=1.CN1CCCC1=O.[C:34](O[C:34]([O:36][CH3:37])=[O:35])([O:36][CH3:37])=[O:35]. Product: [CH3:37][O:36][C:34](=[O:35])[NH:25][C:21]1[C:20]([NH2:26])=[N:19][C:18]([N:11]2[C:12]3[C:17](=[CH:16][CH:15]=[CH:14][CH:13]=3)[C:9]([S:8][C:3]3[CH:4]=[CH:5][CH:6]=[CH:7][C:2]=3[F:1])=[N:10]2)=[N:23][C:22]=1[NH2:24]. The catalyst class is: 41. (3) Reactant: CS(O[C@H:6]1[CH2:9][C@H:8]([NH:10][C:11]([O:13][C:14]([CH3:17])([CH3:16])[CH3:15])=[O:12])[CH2:7]1)(=O)=O.[F:18][C:19]([F:28])([F:27])[C:20]1[CH:21]=[C:22]([SH:26])[CH:23]=[CH:24][CH:25]=1.C([O-])([O-])=O.[K+].[K+]. Product: [F:28][C:19]([F:18])([F:27])[C:20]1[CH:21]=[C:22]([S:26][C@H:6]2[CH2:7][C@H:8]([NH:10][C:11](=[O:12])[O:13][C:14]([CH3:15])([CH3:16])[CH3:17])[CH2:9]2)[CH:23]=[CH:24][CH:25]=1. The catalyst class is: 3. (4) The catalyst class is: 130. Product: [CH:11]([O:15][CH:16]([CH3:21])[CH3:17])([CH3:12])[CH3:10].[CH2:1]([O:3][CH2:4][CH2:5][N:6]1[CH2:14][C:13]2[C:8](=[CH:9][CH:10]=[C:11]([O:15][C:16]3[CH:21]=[CH:20][C:19]([O:22][C:25]4([CH2:34][CH2:35][O:36][CH3:37])[C:26](=[O:33])[NH:27][C:28](=[O:32])[NH:29][C:30]4=[O:31])=[CH:18][CH:17]=3)[CH:12]=2)[C:7]1=[O:23])[CH3:2]. Reactant: [CH2:1]([O:3][CH2:4][CH2:5][N:6]1[CH2:14][C:13]2[C:8](=[CH:9][CH:10]=[C:11]([O:15][C:16]3[CH:21]=[CH:20][C:19]([OH:22])=[CH:18][CH:17]=3)[CH:12]=2)[C:7]1=[O:23])[CH3:2].Br[C:25]1([CH2:34][CH2:35][O:36][CH3:37])[C:30](=[O:31])[NH:29][C:28](=[O:32])[NH:27][C:26]1=[O:33].C1CN2C(=NCCC2)NC1.C(#N)C. (5) Reactant: Cl.[NH2:2][C:3]([NH2:5])=[NH:4].[H-].[Na+].[CH:8]1[C:20]2[NH:19][C:18]3[C:13](=[CH:14][CH:15]=[CH:16][CH:17]=3)[C:12]=2[CH:11]=[CH:10][C:9]=1[C:21](OC)=[O:22]. Product: [NH2:4][C:3]([NH2:5])=[N:2][C:21]([C:9]1[CH:10]=[CH:11][C:12]2[C:13]3[C:18](=[CH:17][CH:16]=[CH:15][CH:14]=3)[NH:19][C:20]=2[CH:8]=1)=[O:22]. The catalyst class is: 3. (6) Reactant: [NH2:1][C:2]1[CH:7]=[CH:6][C:5]([OH:8])=[C:4]([Cl:9])[C:3]=1[Cl:10].C([O-])([O-])=O.[K+].[K+].Cl[C:18]1[CH:23]=[CH:22][N:21]=[C:20]([NH2:24])[C:19]=1[N+:25]([O-:27])=[O:26]. Product: [NH2:1][C:2]1[CH:7]=[CH:6][C:5]([O:8][C:18]2[CH:23]=[CH:22][N:21]=[C:20]([NH2:24])[C:19]=2[N+:25]([O-:27])=[O:26])=[C:4]([Cl:9])[C:3]=1[Cl:10]. The catalyst class is: 3.